This data is from Catalyst prediction with 721,799 reactions and 888 catalyst types from USPTO. The task is: Predict which catalyst facilitates the given reaction. (1) Reactant: [C:1]([C:4]1[C:9]([C:10]2[CH:15]=[CH:14][CH:13]=[CH:12][CH:11]=2)=[N:8][N:7]([CH2:16][CH3:17])[C:6](=[O:18])[C:5]=1[N+:19]([O-])=O)(=[O:3])[CH3:2].N[C:23]1[CH:27]=[CH:26][O:25][N:24]=1. Product: [C:1]([C:4]1[C:9]([C:10]2[CH:11]=[CH:12][CH:13]=[CH:14][CH:15]=2)=[N:8][N:7]([CH2:16][CH3:17])[C:6](=[O:18])[C:5]=1[NH:19][C:23]1[CH:27]=[CH:26][O:25][N:24]=1)(=[O:3])[CH3:2]. The catalyst class is: 8. (2) Reactant: [C:1]([O:5][C:6](=[O:33])[NH:7][CH:8]([C:28]1[NH:29][CH:30]=[CH:31][N:32]=1)[CH2:9][C:10]1[CH:18]=[C:17]([CH3:19])[C:16]2[C:12](=[CH:13][N:14]([CH2:20][O:21][CH2:22][CH2:23][Si:24]([CH3:27])([CH3:26])[CH3:25])[N:15]=2)[CH:11]=1)([CH3:4])([CH3:3])[CH3:2].[F:34][C:35]1[CH:42]=[CH:41][CH:40]=[CH:39][C:36]=1[CH2:37]Br.C(=O)([O-])[O-].[K+].[K+]. Product: [F:34][C:35]1[CH:42]=[CH:41][CH:40]=[CH:39][C:36]=1[CH2:37][N:32]1[CH:31]=[CH:30][N:29]=[C:28]1[CH:8]([NH:7][C:6](=[O:33])[O:5][C:1]([CH3:4])([CH3:2])[CH3:3])[CH2:9][C:10]1[CH:18]=[C:17]([CH3:19])[C:16]2[C:12](=[CH:13][N:14]([CH2:20][O:21][CH2:22][CH2:23][Si:24]([CH3:25])([CH3:27])[CH3:26])[N:15]=2)[CH:11]=1. The catalyst class is: 9. (3) Reactant: [OH:1][C:2]1[CH:3]=[CH:4][C:5]([CH3:8])=[N:6][CH:7]=1.[H-].[Na+].[Cl:11][CH2:12][CH2:13][CH2:14]I.[Na+].[Cl-]. Product: [Cl:11][CH2:12][CH2:13][CH2:14][O:1][C:2]1[CH:7]=[N:6][C:5]([CH3:8])=[CH:4][CH:3]=1. The catalyst class is: 35. (4) Reactant: [CH:1]([C:4]1[N:8]2[CH:9]=[C:10]([O:13][C:14]3[CH:19]=[CH:18][C:17]([CH2:20][C:21](N)=[O:22])=[CH:16][CH:15]=3)[CH:11]=[CH:12][C:7]2=[N:6][N:5]=1)([CH3:3])[CH3:2].C(O)(C(F)(F)F)=[O:25].C1(OC)C=CC=CC=1. Product: [CH:1]([C:4]1[N:8]2[CH:9]=[C:10]([O:13][C:14]3[CH:15]=[CH:16][C:17]([CH2:20][C:21]([OH:25])=[O:22])=[CH:18][CH:19]=3)[CH:11]=[CH:12][C:7]2=[N:6][N:5]=1)([CH3:2])[CH3:3]. The catalyst class is: 2. (5) Reactant: [N:1]1([CH2:10][C:11]2[CH:16]=[CH:15][C:14]([C:17]3[O:18][CH:19]=[C:20]([C:22](OC)=[O:23])[N:21]=3)=[CH:13][CH:12]=2)[C:5]2[CH:6]=[CH:7][CH:8]=[CH:9][C:4]=2[N:3]=[CH:2]1.[H-].[H-].[H-].[H-].[Li+].[Al+3]. The catalyst class is: 1. Product: [N:1]1([CH2:10][C:11]2[CH:12]=[CH:13][C:14]([C:17]3[O:18][CH:19]=[C:20]([CH2:22][OH:23])[N:21]=3)=[CH:15][CH:16]=2)[C:5]2[CH:6]=[CH:7][CH:8]=[CH:9][C:4]=2[N:3]=[CH:2]1. (6) Product: [CH2:1]([O:8][C:9]([NH:11][C@H:12]([C:17]([NH:42][CH2:43][CH2:44][CH:45]([O:49][CH2:50][CH3:51])[O:46][CH2:47][CH3:48])=[O:19])[CH2:13][C:14]([O:16][CH2:31][C:21]1[CH:29]=[CH:25][CH:24]=[CH:23][CH:22]=1)=[O:15])=[O:10])[C:2]1[CH:3]=[CH:4][CH:5]=[CH:6][CH:7]=1. Reactant: [CH2:1]([O:8][C:9]([NH:11][C@H:12]([C:17]([OH:19])=O)[CH2:13][C:14]([OH:16])=[O:15])=[O:10])[C:2]1[CH:7]=[CH:6][CH:5]=[CH:4][CH:3]=1.O[C:21]1[C:29]2N=NN[C:25]=2[CH:24]=[CH:23][CH:22]=1.Cl.[CH3:31]N(C)CCCN=C=NCC.[NH2:42][CH2:43][CH2:44][CH:45]([O:49][CH2:50][CH3:51])[O:46][CH2:47][CH3:48].C(N(CC)C(C)C)(C)C. The catalyst class is: 7. (7) Reactant: [Cl:1][C:2]1[CH:3]=[C:4]([CH:15]=[CH:16][CH:17]=1)[C:5]([NH:7][C:8]1[CH:13]=[C:12](Cl)[CH:11]=[CH:10][N:9]=1)=[O:6].[OH:18][C:19]1[CH:20]=[N:21][CH:22]=[CH:23][CH:24]=1.C([O-])([O-])=O.[Cs+].[Cs+].Cl.CN(C)CC(O)=O. Product: [Cl:1][C:2]1[CH:3]=[C:4]([CH:15]=[CH:16][CH:17]=1)[C:5]([NH:7][C:8]1[CH:13]=[C:12]([O:18][C:19]2[CH:20]=[N:21][CH:22]=[CH:23][CH:24]=2)[CH:11]=[CH:10][N:9]=1)=[O:6]. The catalyst class is: 185.